From a dataset of Forward reaction prediction with 1.9M reactions from USPTO patents (1976-2016). Predict the product of the given reaction. (1) The product is: [CH2:17]([N:3]1[C:4]2[CH:10]=[CH:9][CH:8]=[CH:7][C:5]=2[N:6]=[C:2]1[CH3:1])[C:18]1[CH:23]=[CH:22][CH:21]=[CH:20][CH:19]=1. Given the reactants [CH3:1][C:2]1[NH:3][C:4]2[CH:10]=[CH:9][CH:8]=[CH:7][C:5]=2[N:6]=1.C(=O)([O-])[O-].[K+].[K+].[CH2:17](Cl)[C:18]1[CH:23]=[CH:22][CH:21]=[CH:20][CH:19]=1, predict the reaction product. (2) Given the reactants C1(C)C=CC(S(O)(=O)=O)=CC=1.[CH2:12]([O:19][C:20](=[O:23])[CH2:21]N)[C:13]1[CH:18]=[CH:17][CH:16]=[CH:15][CH:14]=1.CCN(C(C)C)C(C)C.C(OC(NC1C=CC(C(F)(F)F)=CC=1C(O)=O)=O)(C)(C)C.CN([P+](ON1N=NC2C=CC=CC1=2)(N(C)C)N(C)C)C.F[P-](F)(F)(F)(F)F.Cl, predict the reaction product. The product is: [CH2:12]([O:19][C:20](=[O:23])[CH3:21])[C:13]1[CH:18]=[CH:17][CH:16]=[CH:15][CH:14]=1.